Dataset: Reaction yield outcomes from USPTO patents with 853,638 reactions. Task: Predict the reaction yield, written as a fraction of the theoretical maximum amount of product (1.0 means a 100% yield; for example, 0.34 means a 34% yield). (1) The reactants are Cl[C:2]([O:4][C:5]1[CH:10]=[CH:9][C:8]([N+:11]([O-:13])=[O:12])=[CH:7][CH:6]=1)=[O:3].[CH3:14][C:15]1([CH3:35])[C:28]2[C:27]3[CH:26]=[CH:25][CH:24]=[CH:23][C:22]=3[NH:21][C:20]=2[C:19]([C:29]([O:31][CH:32]([CH3:34])[CH3:33])=[O:30])=[CH:18][NH:17][CH2:16]1.C(N(C(C)C)CC)(C)C. The catalyst is C(Cl)Cl. The product is [CH3:14][C:15]1([CH3:35])[C:28]2[C:27]3[CH:26]=[CH:25][CH:24]=[CH:23][C:22]=3[NH:21][C:20]=2[C:19]([C:29]([O:31][CH:32]([CH3:33])[CH3:34])=[O:30])=[CH:18][N:17]([C:2]([O:4][C:5]2[CH:10]=[CH:9][C:8]([N+:11]([O-:13])=[O:12])=[CH:7][CH:6]=2)=[O:3])[CH2:16]1. The yield is 0.860. (2) The reactants are [CH2:1]([NH:8][C:9]1[N:14]2[N:15]=[CH:16][C:17]([Br:18])=[C:13]2[N:12]=[CH:11][C:10]=1[C:19]([OH:21])=O)[C:2]1[CH:7]=[CH:6][CH:5]=[CH:4][CH:3]=1.Cl.[S:23]1[CH:27]=[CH:26][CH:25]=[C:24]1[CH:28]1[CH2:33][CH2:32][NH:31][CH2:30][CH2:29]1. No catalyst specified. The product is [Br:18][C:17]1[CH:16]=[N:15][N:14]2[C:9]([NH:8][CH2:1][C:2]3[CH:3]=[CH:4][CH:5]=[CH:6][CH:7]=3)=[C:10]([C:19]([N:31]3[CH2:32][CH2:33][CH:28]([C:24]4[S:23][CH:27]=[CH:26][CH:25]=4)[CH2:29][CH2:30]3)=[O:21])[CH:11]=[N:12][C:13]=12. The yield is 0.990. (3) The reactants are [C:1](=[O:6])([O:4]C)[O:2][CH3:3].[CH3:7][N:8]([CH3:10])[CH3:9].[CH3:11]O. No catalyst specified. The product is [CH3:3][O:2][C:1](=[O:4])[O-:6].[CH3:7][N+:8]([CH3:11])([CH3:10])[CH3:9]. The yield is 0.802. (4) The reactants are [CH3:1][S:2]([OH:5])(=[O:4])=[O:3].[CH3:6][C:7]1[C:8]([CH2:14][O:15][C:16]2[CH:21]=[CH:20][C:19]([C:22]3[C:23](=[O:37])[C:24]([CH3:36])([CH3:35])[O:25][C:26]=3[C:27]3[CH:32]=[CH:31][C:30]([O:33][CH3:34])=[CH:29][CH:28]=3)=[CH:18][CH:17]=2)=[N:9][CH:10]=[C:11]([CH3:13])[CH:12]=1. The catalyst is C(Cl)Cl.C(OCC)C. The product is [CH3:1][S:2]([OH:5])(=[O:4])=[O:3].[CH3:6][C:7]1[C:8]([CH2:14][O:15][C:16]2[CH:17]=[CH:18][C:19]([C:22]3[C:23](=[O:37])[C:24]([CH3:35])([CH3:36])[O:25][C:26]=3[C:27]3[CH:32]=[CH:31][C:30]([O:33][CH3:34])=[CH:29][CH:28]=3)=[CH:20][CH:21]=2)=[N:9][CH:10]=[C:11]([CH3:13])[CH:12]=1. The yield is 0.870.